From a dataset of Experimentally validated miRNA-target interactions with 360,000+ pairs, plus equal number of negative samples. Binary Classification. Given a miRNA mature sequence and a target amino acid sequence, predict their likelihood of interaction. (1) The miRNA is hsa-miR-1227-3p with sequence CGUGCCACCCUUUUCCCCAG. The protein sequence of the target gene is MGLLTILKKMKQKERELRLLMLGLDNAGKTTILKKFNGEDVDTISPTLGFNIKTLEHRGFKLNIWDVGGQKSLRSYWRNYFESTDGLIWVVDSADRQRMQDCQRELQSLLVEERLAGATLLIFANKQDLPGALSCNAIQEALELDSIRSHHWRIQGCSAVTGEDLLPGIDWLLDDISSRVFTAD. Result: 0 (no interaction). (2) The miRNA is hsa-miR-1236-3p with sequence CCUCUUCCCCUUGUCUCUCCAG. The protein sequence of the target gene is MTDVETTYADFIASGRTGRRNAIHDILVSSASGNSNELALKLAGLDINKTEGEEDAQRSSTEQSGEAQGEAAKSES. Result: 1 (interaction). (3) The miRNA is hsa-miR-6841-5p with sequence UAGGGUACUCAGAGCAAGUUGU. The protein sequence of the target gene is MAAQRRSLLQSEQQPSWTDDLPLCHLSGVGSASNRSYSADGKGTESHPPEDSWLKFRSENNCFLYGVFNGYDGNRVTNFVAQRLSAELLLGQLNAEHAEADVRRVLLQAFDVVERSFLESIDDALAEKASLQSQLPEGVPQHQLPPQYQKILERLKTLEREISGGAMAVVAVLLNNKLYVANVGTNRALLCKSTVDGLQVTQLNVDHTTENEDELFRLSQLGLDAGKIKQVGIICGQESTRRIGDYKVKYGYTDIDLLSAAKSKPIIAEPEIHGAQPLDGVTGFLVLMSEGLYKALEAAH.... Result: 1 (interaction). (4) The miRNA is hsa-miR-19b-3p with sequence UGUGCAAAUCCAUGCAAAACUGA. The protein sequence of the target gene is MTAGAGVLLLLLSLSGALRAHNEDLTTRETCKAGFSEDDYTALISQNILEGEKLLQVKFSSCVGTKGTQYETNSMDFKVGADGTVFATRELQVPSEQVAFTVTAWDSQTAEKWDAVVRLLVAQTSSPHSGHKPQKGKKVVALDPSPPPKDTLLPWPQHQNANGLRRRKRDWVIPPINVPENSRGPFPQQLVRIRSDKDNDIPIRYSITGVGADQPPMEVFSIDSMSGRMYVTRPMDREEHASYHLRAHAVDMNGNKVENPIDLYIYVIDMNDNRPEFINQVYNGSVDEGSKPGTYVMTVT.... Result: 0 (no interaction). (5) The miRNA is hsa-miR-6801-5p with sequence UGGUCAGAGGCAGCAGGAAAUGA. The protein sequence of the target gene is MSSALAYMLLVLSISLLNGQSPPGKPEIHKCRSPDKETFTCWWNPGSDGGLPTNYSLTYSKEGEKNTYECPDYKTSGPNSCFFSKQYTSIWKIYIITVNATNEMGSSTSDPLYVDVTYIVEPEPPRNLTLEVKQLKDKKTYLWVKWLPPTITDVKTGWFTMEYEIRLKSEEADEWEIHFTGHQTQFKVFDLYPGQKYLVQTRCKPDHGYWSRWGQEKSIEIPNDFTLKDTTVWIIVAVLSAVICLIMVWAVALKGYSMMTCIFPPVPGPKIKGFDTHLLEKGKSEELLSALGCQDFPPTS.... Result: 0 (no interaction). (6) The miRNA is dme-miR-7-5p with sequence UGGAAGACUAGUGAUUUUGUUGU. The protein sequence of the target gene is MDEDGLPLMGSGIDLTKVPAIQQKRTVAFLNQFVVHTVQFLNRFSTVCEEKLADLSLRIQQIETTLNILDAKLSSIPGLDDVTVEVSPLNVTSVTNGAHPEATSEQPQQNSTQDSGLQESEVSAENILTVAKDPRYARYLKMVQVGVPVMAIRNKMISEGLDPDLLERPDAPVPDGESEKTVEESSDSESSFSD. Result: 0 (no interaction).